From a dataset of Full USPTO retrosynthesis dataset with 1.9M reactions from patents (1976-2016). Predict the reactants needed to synthesize the given product. (1) Given the product [Br:71][C:68]1[CH:69]=[CH:70][C:65]([NH:1][C@H:2]2[CH2:6][CH2:5][N:4]([CH:7]3[CH2:8][CH2:9][N:10]([C:13]4[S:17][N:16]=[C:15]([CH:18]([CH3:19])[CH3:20])[N:14]=4)[CH2:11][CH2:12]3)[C:3]2=[O:21])=[N:66][CH:67]=1, predict the reactants needed to synthesize it. The reactants are: [NH2:1][C@H:2]1[CH2:6][CH2:5][N:4]([CH:7]2[CH2:12][CH2:11][N:10]([C:13]3[S:17][N:16]=[C:15]([CH:18]([CH3:20])[CH3:19])[N:14]=3)[CH2:9][CH2:8]2)[C:3]1=[O:21].CC1(C)C2C(=C(P(C3C=CC=CC=3)C3C=CC=CC=3)C=CC=2)OC2C(P(C3C=CC=CC=3)C3C=CC=CC=3)=CC=CC1=2.Br[C:65]1[CH:70]=[CH:69][C:68]([Br:71])=[CH:67][N:66]=1.CC([O-])(C)C.[Na+]. (2) Given the product [CH3:1][C:2]1[CH:7]=[CH:6][C:5]([N:8]2[C:14]([NH2:15])=[CH:13][C:12]([C:11]([CH3:18])([CH3:17])[CH3:10])=[N:9]2)=[CH:4][CH:3]=1, predict the reactants needed to synthesize it. The reactants are: [CH3:1][C:2]1[CH:7]=[CH:6][C:5]([NH:8][NH2:9])=[CH:4][CH:3]=1.[CH3:10][C:11]([CH3:18])([CH3:17])[C:12](=O)[CH2:13][C:14]#[N:15]. (3) Given the product [F:38][C:35]([F:36])([F:37])[C:34]([N:31]1[CH2:32][CH2:33][N:28]([C:19]2[CH:20]=[C:21]([S:24]([N:8]3[C:9]4[C:5](=[CH:4][CH:3]=[C:2]([F:1])[CH:10]=4)[C:6]([CH2:11][O:12][CH3:13])=[CH:7]3)(=[O:25])=[O:26])[CH:22]=[CH:23][C:18]=2[O:17][CH3:16])[CH2:29][CH2:30]1)=[O:39], predict the reactants needed to synthesize it. The reactants are: [F:1][C:2]1[CH:10]=[C:9]2[C:5]([C:6]([CH2:11][O:12][CH3:13])=[CH:7][NH:8]2)=[CH:4][CH:3]=1.[H-].[Na+].[CH3:16][O:17][C:18]1[CH:23]=[CH:22][C:21]([S:24](Cl)(=[O:26])=[O:25])=[CH:20][C:19]=1[N:28]1[CH2:33][CH2:32][N:31]([C:34](=[O:39])[C:35]([F:38])([F:37])[F:36])[CH2:30][CH2:29]1. (4) Given the product [NH2:27][S:24]([NH:28][C:11](=[O:12])[C:10]1[CH:14]=[CH:15][C:7]([O:6][C:5]2[CH:16]=[CH:17][C:2]([Cl:1])=[CH:3][C:4]=2[C:18]2[CH:23]=[CH:22][N:21]=[N:20][CH:19]=2)=[CH:8][CH:9]=1)(=[O:26])=[O:25], predict the reactants needed to synthesize it. The reactants are: [Cl:1][C:2]1[CH:17]=[CH:16][C:5]([O:6][C:7]2[CH:15]=[CH:14][C:10]([C:11](O)=[O:12])=[CH:9][CH:8]=2)=[C:4]([C:18]2[CH:23]=[CH:22][N:21]=[N:20][CH:19]=2)[CH:3]=1.[S:24]([NH2:28])([NH2:27])(=[O:26])=[O:25]. (5) Given the product [CH3:12][C:2]1[C:10]2[NH:9][CH:8]=[N:7][C:6]=2[CH:5]=[CH:4][C:3]=1[NH2:11], predict the reactants needed to synthesize it. The reactants are: Br[C:2]1[C:10]2[NH:9][CH:8]=[N:7][C:6]=2[CH:5]=[CH:4][C:3]=1[NH2:11].[CH3:12][Sn](C)(C)C. (6) Given the product [OH:4][C@H:3]([C:5]1[N:6]=[C:7]([C:10]([F:12])([F:13])[F:11])[S:8][CH:9]=1)[CH2:2][NH:1][CH:15]1[CH2:16][CH2:17][N:18]([C:21]2[CH:34]=[CH:33][C:24]([CH2:25][CH:26]3[S:30][C:29](=[O:31])[NH:28][C:27]3=[O:32])=[CH:23][CH:22]=2)[CH2:19][CH2:20]1, predict the reactants needed to synthesize it. The reactants are: [NH2:1][CH2:2][CH:3]([C:5]1[N:6]=[C:7]([C:10]([F:13])([F:12])[F:11])[S:8][CH:9]=1)[OH:4].O=[C:15]1[CH2:20][CH2:19][N:18]([C:21]2[CH:34]=[CH:33][C:24]([CH2:25][CH:26]3[S:30][C:29](=[O:31])[NH:28][C:27]3=[O:32])=[CH:23][CH:22]=2)[CH2:17][CH2:16]1.C(O[BH-](OC(=O)C)OC(=O)C)(=O)C.[Na+].[Cl-].[NH4+]. (7) Given the product [Cl:1][C:2]1[CH:3]=[C:4]([C:16]([NH:18][C@H:19]([C:21]2[CH:29]=[CH:28][C:24]([C:25]([OH:27])=[O:26])=[CH:23][CH:22]=2)[CH3:20])=[O:17])[C:5]([O:8][C:34]2[CH:33]=[CH:32][C:31]([F:30])=[CH:36][C:35]=2[F:37])=[N:6][CH:7]=1, predict the reactants needed to synthesize it. The reactants are: [Cl:1][C:2]1[CH:3]=[C:4]([C:16]([NH:18][C@H:19]([C:21]2[CH:29]=[CH:28][C:24]([C:25]([OH:27])=[O:26])=[CH:23][CH:22]=2)[CH3:20])=[O:17])[C:5]([O:8]C2C=CC=C(F)C=2)=[N:6][CH:7]=1.[F:30][C:31]1[CH:36]=[C:35]([F:37])[CH:34]=[CH:33][C:32]=1O. (8) Given the product [ClH:4].[CH3:11][C:10]1([CH3:12])[C:6]([CH3:5])([CH3:26])[O:7][B:8]([C:13]2[CH2:18][CH2:17][NH:16][CH2:15][CH:14]=2)[O:9]1, predict the reactants needed to synthesize it. The reactants are: C([Cl:4])(=O)C.[CH3:5][C:6]1([CH3:26])[C:10]([CH3:12])([CH3:11])[O:9][B:8]([C:13]2[CH2:18][CH2:17][N:16](C(OC(C)(C)C)=O)[CH2:15][CH:14]=2)[O:7]1.